This data is from Forward reaction prediction with 1.9M reactions from USPTO patents (1976-2016). The task is: Predict the product of the given reaction. (1) Given the reactants [CH3:1][O:2][C:3](=[O:50])[CH2:4][NH:5][CH2:6][CH2:7][NH:8][C:9]([C@:11]12[CH2:46][CH2:45][C@@H:44]([C:47]([CH3:49])=[CH2:48])[C@@H:12]1[C@@H:13]1[C@@:26]([CH3:29])([CH2:27][CH2:28]2)[C@@:25]2([CH3:30])[C@@H:16]([C@:17]3([CH3:43])[C@@H:22]([CH2:23][CH2:24]2)[C:21]([CH3:32])([CH3:31])[C:20]([C:33]2[CH:42]=[CH:41][C:36]([C:37]([O:39][CH3:40])=[O:38])=[CH:35][CH:34]=2)=[CH:19][CH2:18]3)[CH2:15][CH2:14]1)=[O:10].I[CH2:52][CH3:53].C(=O)([O-])[O-].[K+].[K+], predict the reaction product. The product is: [CH2:52]([N:5]([CH2:4][C:3]([O:2][CH3:1])=[O:50])[CH2:6][CH2:7][NH:8][C:9]([C@:11]12[CH2:46][CH2:45][C@@H:44]([C:47]([CH3:49])=[CH2:48])[C@@H:12]1[C@@H:13]1[C@@:26]([CH3:29])([CH2:27][CH2:28]2)[C@@:25]2([CH3:30])[C@@H:16]([C@:17]3([CH3:43])[C@@H:22]([CH2:23][CH2:24]2)[C:21]([CH3:32])([CH3:31])[C:20]([C:33]2[CH:34]=[CH:35][C:36]([C:37]([O:39][CH3:40])=[O:38])=[CH:41][CH:42]=2)=[CH:19][CH2:18]3)[CH2:15][CH2:14]1)=[O:10])[CH3:53]. (2) Given the reactants [NH2:1][C:2]1[N:7]=[C:6]([C:8]2[CH:15]=[CH:14][C:11]([C:12]#[N:13])=[C:10](F)[CH:9]=2)[CH:5]=[C:4]([NH:17][C:18]2[CH:23]=[CH:22][CH:21]=[CH:20][CH:19]=2)[N:3]=1.O.[NH2:25][NH2:26].CCOC(C)=O.CCCCCC, predict the reaction product. The product is: [NH2:13][C:12]1[C:11]2[C:10](=[CH:9][C:8]([C:6]3[N:7]=[C:2]([NH2:1])[N:3]=[C:4]([NH:17][C:18]4[CH:23]=[CH:22][CH:21]=[CH:20][CH:19]=4)[CH:5]=3)=[CH:15][CH:14]=2)[NH:26][N:25]=1. (3) Given the reactants O=[C:2]([C:11]1[CH:16]=[CH:15][C:14]([O:17][C:18]2[CH:23]=[CH:22][CH:21]=[CH:20][CH:19]=2)=[CH:13][CH:12]=1)[CH2:3][C:4]([O:6][C:7]([CH3:10])([CH3:9])[CH3:8])=[O:5].CC(OC([N:33]([CH3:35])C)N(C)C)(C)C.O.[NH2:37]N, predict the reaction product. The product is: [O:17]([C:14]1[CH:15]=[CH:16][C:11]([C:2]2[C:3]([C:4]([O:6][C:7]([CH3:10])([CH3:9])[CH3:8])=[O:5])=[CH:35][NH:33][N:37]=2)=[CH:12][CH:13]=1)[C:18]1[CH:23]=[CH:22][CH:21]=[CH:20][CH:19]=1. (4) Given the reactants F[C:2]1[CH:3]=[C:4]([C:10]2[N:11]=[C:12]3[CH:17]=[C:16]([NH:18][CH3:19])[CH:15]=[CH:14][N:13]3[CH:20]=2)[CH:5]=CC=1OC.CNC1C=CN=C(N)C=1.BrCC(C1C=C[S:36]C=1)=O, predict the reaction product. The product is: [CH3:19][NH:18][C:16]1[CH:15]=[CH:14][N:13]2[CH:20]=[C:10]([C:4]3[CH:3]=[CH:2][S:36][CH:5]=3)[N:11]=[C:12]2[CH:17]=1. (5) The product is: [N+:1]([C:4]1[CH:14]=[CH:13][C:7]2[CH2:8][CH2:9][N:10]([C:24](=[O:25])[C:23]([F:34])([F:33])[F:22])[CH2:11][CH2:12][C:6]=2[CH:5]=1)([O-:3])=[O:2]. Given the reactants [N+:1]([C:4]1[CH:14]=[CH:13][C:7]2[CH2:8][CH2:9][NH:10][CH2:11][CH2:12][C:6]=2[CH:5]=1)([O-:3])=[O:2].C(N(CC)CC)C.[F:22][C:23]([F:34])([F:33])[C:24](O[C:24](=[O:25])[C:23]([F:34])([F:33])[F:22])=[O:25], predict the reaction product. (6) Given the reactants [F:1][C:2]1[CH:7]=[CH:6][C:5]([N:8]2[C:13](=[O:14])[C:12]([CH2:15][CH2:16][CH:17]([CH3:19])[CH3:18])=[C:11]([C:20]3[CH:25]=[CH:24][C:23]([S:26](C)(=[O:28])=[O:27])=[CH:22][CH:21]=3)[CH:10]=[N:9]2)=[CH:4][CH:3]=1.[NH3:30], predict the reaction product. The product is: [F:1][C:2]1[CH:7]=[CH:6][C:5]([N:8]2[C:13](=[O:14])[C:12]([CH2:15][CH2:16][CH:17]([CH3:19])[CH3:18])=[C:11]([C:20]3[CH:25]=[CH:24][C:23]([S:26]([NH2:30])(=[O:28])=[O:27])=[CH:22][CH:21]=3)[CH:10]=[N:9]2)=[CH:4][CH:3]=1.